Dataset: Reaction yield outcomes from USPTO patents with 853,638 reactions. Task: Predict the reaction yield, written as a fraction of the theoretical maximum amount of product (1.0 means a 100% yield; for example, 0.34 means a 34% yield). (1) The reactants are [C:1]([O:5][C@@H:6]([C:12]1[C:13]([CH3:36])=[N:14][C:15]([CH3:35])=[C:16]([C:26]2[CH:31]=[CH:30][C:29]([O:32][CH2:33][CH3:34])=[CH:28][CH:27]=2)[C:17]=1[N:18]1[CH2:23][CH2:22][C:21]([CH3:25])([CH3:24])[CH2:20][CH2:19]1)[C:7]([O:9]CC)=[O:8])([CH3:4])([CH3:3])[CH3:2].[Li+].[OH-]. The catalyst is CCO.O. The product is [C:1]([O:5][C@@H:6]([C:12]1[C:13]([CH3:36])=[N:14][C:15]([CH3:35])=[C:16]([C:26]2[CH:27]=[CH:28][C:29]([O:32][CH2:33][CH3:34])=[CH:30][CH:31]=2)[C:17]=1[N:18]1[CH2:23][CH2:22][C:21]([CH3:24])([CH3:25])[CH2:20][CH2:19]1)[C:7]([OH:9])=[O:8])([CH3:4])([CH3:3])[CH3:2]. The yield is 0.860. (2) The product is [CH:1]1([NH:4][C:5]([C:7]2[CH:12]=[C:11]([C:13]3[C:14]([C:27]([NH:70][CH2:69][C:66]4[CH:67]=[CH:68][C:63]([CH3:62])=[CH:64][CH:65]=4)=[O:28])=[CH:15][C:16]([C:19]([NH:21][CH2:22][C:23]([CH3:25])([CH3:26])[CH3:24])=[O:20])=[CH:17][CH:18]=3)[C:10]([CH3:30])=[CH:9][CH:8]=2)=[O:6])[CH2:2][CH2:3]1. The reactants are [CH:1]1([NH:4][C:5]([C:7]2[CH:8]=[CH:9][C:10]([CH3:30])=[C:11]([C:13]3[C:14]([C:27](O)=[O:28])=[CH:15][C:16]([C:19]([NH:21][CH2:22][C:23]([CH3:26])([CH3:25])[CH3:24])=[O:20])=[CH:17][CH:18]=3)[CH:12]=2)=[O:6])[CH2:3][CH2:2]1.CN(C(ON1N=NC2C=CC=CC1=2)=[N+](C)C)C.F[P-](F)(F)(F)(F)F.CCN(CC)CC.[CH3:62][C:63]1[CH:68]=[CH:67][C:66]([CH2:69][NH2:70])=[CH:65][CH:64]=1. The yield is 0.430. The catalyst is CN(C=O)C. (3) The reactants are Cl[C:2]1[N:7]=[C:6]([NH:8][CH2:9][CH2:10][N:11]([CH3:13])[CH3:12])[N:5]=[C:4]2[N:14]([C:19]3[C:24]([F:25])=[CH:23][CH:22]=[CH:21][C:20]=3[F:26])[C:15](=[O:18])[NH:16][CH2:17][C:3]=12.O.C(=O)([O-])[O-].[K+].[K+].CC1(C)C(C)(C)OB([C:42]2[CH:50]=[CH:49][C:45]([C:46]([OH:48])=[O:47])=[CH:44][CH:43]=2)O1. The catalyst is O1CCOCC1.C1C=CC([P]([Pd]([P](C2C=CC=CC=2)(C2C=CC=CC=2)C2C=CC=CC=2)([P](C2C=CC=CC=2)(C2C=CC=CC=2)C2C=CC=CC=2)[P](C2C=CC=CC=2)(C2C=CC=CC=2)C2C=CC=CC=2)(C2C=CC=CC=2)C2C=CC=CC=2)=CC=1. The product is [F:26][C:20]1[CH:21]=[CH:22][CH:23]=[C:24]([F:25])[C:19]=1[N:14]1[C:4]2[N:5]=[C:6]([NH:8][CH2:9][CH2:10][N:11]([CH3:13])[CH3:12])[N:7]=[C:2]([C:42]3[CH:50]=[CH:49][C:45]([C:46]([OH:48])=[O:47])=[CH:44][CH:43]=3)[C:3]=2[CH2:17][NH:16][C:15]1=[O:18]. The yield is 0.770. (4) The reactants are [CH:1]([C:4]1[CH:9]=[CH:8][C:7]([S:10]([NH:13][C:14]2[CH:15]=[N:16][C:17]([CH:20]3[CH2:23][N:22]([C:24](=O)[CH2:25][CH3:26])[CH2:21]3)=[CH:18][CH:19]=2)(=[O:12])=[O:11])=[CH:6][CH:5]=1)([CH3:3])[CH3:2].B.C1COCC1. The catalyst is C1COCC1. The product is [CH:1]([C:4]1[CH:9]=[CH:8][C:7]([S:10]([NH:13][C:14]2[CH:15]=[N:16][C:17]([CH:20]3[CH2:23][N:22]([CH2:24][CH2:25][CH3:26])[CH2:21]3)=[CH:18][CH:19]=2)(=[O:11])=[O:12])=[CH:6][CH:5]=1)([CH3:3])[CH3:2]. The yield is 0.660. (5) The reactants are [OH:1][C:2]1[CH:3]=[CH:4][C:5]([CH3:8])=[N:6][CH:7]=1.C.[ClH:10]. The catalyst is CO. The product is [Cl:10][C:7]1[C:2]([OH:1])=[CH:3][CH:4]=[C:5]([CH3:8])[N:6]=1. The yield is 0.673.